This data is from Reaction yield outcomes from USPTO patents with 853,638 reactions. The task is: Predict the reaction yield, written as a fraction of the theoretical maximum amount of product (1.0 means a 100% yield; for example, 0.34 means a 34% yield). (1) The reactants are [NH2:1][C:2]1[N:10]=[C:9]([F:11])[N:8]=[C:7]2[C:3]=1[N:4]=[C:5]([CH2:23][C:24]1[C:32]([I:33])=[CH:31][C:27]3[O:28][CH2:29][O:30][C:26]=3[CH:25]=1)[N:6]2[CH2:12][CH2:13][CH2:14][NH:15]C(=O)OC(C)(C)C. The catalyst is C(O)(C(F)(F)F)=O.C(Cl)Cl. The product is [NH2:15][CH2:14][CH2:13][CH2:12][N:6]1[C:5]([CH2:23][C:24]2[C:32]([I:33])=[CH:31][C:27]3[O:28][CH2:29][O:30][C:26]=3[CH:25]=2)=[N:4][C:3]2[C:7]1=[N:8][C:9]([F:11])=[N:10][C:2]=2[NH2:1]. The yield is 0.890. (2) The reactants are [OH:1][C:2]1[C:7]([C:8]([F:11])([F:10])[F:9])=[CH:6][CH:5]=[CH:4][N:3]=1.S(=O)(=O)(O)O.[N+:17]([O-])([OH:19])=[O:18]. No catalyst specified. The product is [N+:17]([C:5]1[CH:6]=[C:7]([C:8]([F:9])([F:11])[F:10])[C:2]([OH:1])=[N:3][CH:4]=1)([O-:19])=[O:18]. The yield is 0.690. (3) The reactants are [NH:1]1[C:5]([C:6]2[CH:7]=[C:8]([CH:10]=[CH:11][CH:12]=2)[NH2:9])=[N:4][N:3]=[N:2]1.[NH2:13][C:14]1[CH:15]=[C:16]([CH:20]=[C:21]([C:23]([F:26])([F:25])[F:24])[CH:22]=1)[C:17](O)=[O:18].Cl.C(N=C=NCCCN(C)C)C.ON1C2C=CC=CC=2N=N1.CCN(C(C)C)C(C)C. The catalyst is CN(C=O)C. The product is [NH2:13][C:14]1[CH:15]=[C:16]([CH:20]=[C:21]([C:23]([F:24])([F:25])[F:26])[CH:22]=1)[C:17]([NH:9][C:8]1[CH:10]=[CH:11][CH:12]=[C:6]([C:5]2[NH:1][N:2]=[N:3][N:4]=2)[CH:7]=1)=[O:18]. The yield is 0.520. (4) The reactants are [CH3:1][N:2]1[C:6]2[CH:7]=[C:8]([C:11]([OH:13])=O)[CH:9]=[CH:10][C:5]=2[N:4]=[CH:3]1.[CH2:14]1[C@H:23]2[C@H:18]([CH2:19][CH2:20][C:21]3[CH:27]=[CH:26][CH:25]=[CH:24][C:22]=32)[NH:17][CH2:16][CH2:15]1.F[P-](F)(F)(F)(F)F.N1(OC(N(C)C)=[N+](C)C)C2N=CC=CC=2N=N1. No catalyst specified. The product is [CH2:14]1[C@H:23]2[C@H:18]([CH2:19][CH2:20][C:21]3[CH:27]=[CH:26][CH:25]=[CH:24][C:22]=32)[N:17]([C:11]([C:8]2[CH:9]=[CH:10][C:5]3[N:4]=[CH:3][N:2]([CH3:1])[C:6]=3[CH:7]=2)=[O:13])[CH2:16][CH2:15]1. The yield is 0.910. (5) The reactants are [Br:1][C:2]1[C:7]([N+:8]([O-])=O)=[CH:6][C:5]([Br:11])=[CH:4][N:3]=1.Cl[Sn]Cl. The catalyst is C(O)C. The product is [Br:1][C:2]1[C:7]([NH2:8])=[CH:6][C:5]([Br:11])=[CH:4][N:3]=1. The yield is 0.674.